Dataset: Experimentally validated miRNA-target interactions with 360,000+ pairs, plus equal number of negative samples. Task: Binary Classification. Given a miRNA mature sequence and a target amino acid sequence, predict their likelihood of interaction. (1) The miRNA is hsa-miR-3620-3p with sequence UCACCCUGCAUCCCGCACCCAG. Result: 0 (no interaction). The protein sequence of the target gene is MGSKGAYRYHWQSHNVKHSGVDDMVLLSKITESSIVENLKKRYMDDYIFTYIGSVLISVNPFKQMPYFGEKEVEMYQGAAQYENPPHIYALADSMYRNMIIDRENQCVIISGESGAGKTVAAKYIMSYVSRVSGGGPKVQHVKDIILQSNPLLEAFGNAKTVRNNNSSRFGKYFEIQFSPGGEPDGGKISNFLLEKSRVVMRNPGERSFHIFYQLIEGASPEQKQSLGITSMDYYYYLSLSGSYKVDDIDDKRDFQETLHAMNVIGIFSEEQTLVLQIVAGILHLGNISFKEVGNYAAVE.... (2) The miRNA is hsa-miR-3183 with sequence GCCUCUCUCGGAGUCGCUCGGA. The protein sequence of the target gene is MAPIGLKAVVGEKIMHDVIKKVKKKGEWKVLVVDQLSMRMLSSCCKMTDIMTEGITIVEDINKRREPLPSLEAVYLITPSEKSVHSLISDFKDPPTAKYRAAHVFFTDSCPDALFNELVKSRAAKVIKTLTEINIAFLPYESQVYSLDSADSFQSFYSPHKAQMKNPILERLAEQIATLCATLKEYPAVRYRGEYKDNALLAQLIQDKLDAYKADDPTMGEGPDKARSQLLILDRGFDPSSPVLHELTFQAMSYDLLPIENDVYKYETSGIGEARVKEVLLDEDDDLWIALRHKHIAEVS.... Result: 0 (no interaction). (3) The miRNA is hsa-miR-6853-3p with sequence UGUUCAUUGGAACCCUGCGCAG. The protein sequence of the target gene is MRRSMKRRRRRRPVAPATAARGGDFRAEDGAGLEAREEKVVYSRSQLSLADSTKALGDAFKLFMPRSTEFMSSDAELWSFLCSLKHQFSPHILRSKDVYGYSSCRALVPDPPGPPTARGQARRPVPRAAARRRRRGARAAAARRRKPRPPPPPPPPPEESCPAKPVAPGPCFGGRTLEEIWRAATPTLTTFPTIRVGSDVWGERSLAAARRRARQVLRVNLEPMVRLRRFPVPRA. Result: 1 (interaction). (4) The miRNA is hsa-miR-513b-3p with sequence AAAUGUCACCUUUUUGAGAGGA. The protein sequence of the target gene is MASASEPPASPRDAADQNFDYMFKLLLIGNSSVGKTSFLFRYADDSFTPAFVSTVGIDFKVKTVYRHDKRIKLQIWDTAGQERYRTITTAYYRGAMGFLLMYDIANQESFTAVQDWATQIKTYSWDNAQVILVGNKCDLEDERVVPAEDGRRLADDLGFEFFEASAKENINVKQVFERLVDIICDKMNESLEPSSSPGSNGKGPALGDTPPPQPSSCSC. Result: 0 (no interaction). (5) The miRNA is hsa-miR-451a with sequence AAACCGUUACCAUUACUGAGUU. The protein sequence of the target gene is MEPLAAYPLKCSGPRAKVFAVLLSIVLCTVTLFLLQLKFLKPKINSFYAFEVKDAKGRTVSLEKYKGKVSLVVNVASDCQLTDRNYLGLKELHKEFGPSHFSVLAFPCNQFGESEPRPSKEVESFARKNYGVTFPIFHKIKILGSEGEPAFRFLVDSSKKEPRWNFWKYLVNPEGQVVKFWKPEEPIEVIRPDIAALVRQVIIKKKEDL. Result: 0 (no interaction). (6) The miRNA is hsa-miR-3972 with sequence CUGCCAGCCCCGUUCCAGGGCA. The protein sequence of the target gene is MNGYGSPYLYMGGPVSQPPRAPLQRTPKCARCRNHGVLSWLKGHKRYCRFKDCTCEKCILIIERQRVMAAQVALRRQQANESLESLIPDSLRALPGPPPPGDAVAAPQPPPASQPSQPQPPRPAAELAAAAALRWTAEPQPGALQAQLAKPDLTEERLGDGKSADNTEVFSDKDTDQRSSPDVAKSKGCFTPESPEIVSVEEGGYAVQKNGGNPESRPDSPKCHAEQNHLLIEGPSGTVSLPFSLKANRPPLEVLKKIFPNQKPTVLELILKGCGGDLVSAVEVLLSSRSSVTGAERTSA.... Result: 0 (no interaction). (7) The miRNA is hsa-miR-4500 with sequence UGAGGUAGUAGUUUCUU. The protein sequence of the target gene is MDQGYGGYGAWSAGPANTQGAYGTGVASWQGYENYNYYGAQNTSVTTGATYSYGPASWEAAKANDGGLAAGAPAMHMASYGPEPCTDNSDSLIAKINQRLDMMSKEGGRGGSGGGGEGIQDRESSFRFQPFESYDSRPCLPEHNPYRPSYSYDYEFDLGSDRNGSFGGQYSECRDPARERGSLDGFMRGRGQGRFQDRSNPGTFMRSDPFVPPAASSEPLSTPWNELNYVGGRGLGGPSPSRPPPSLFSQSMAPDYGVMGMQGAGGYDSTMPYGCGRSQPRMRDRDRPKRRGFDRFGPDG.... Result: 1 (interaction). (8) The miRNA is hsa-miR-6852-5p with sequence CCCUGGGGUUCUGAGGACAUG. The protein sequence of the target gene is MEHRKPGTGQRAPKDEKEMVRRAIQKELKIKEGMENMRRVATDRRHLGHVQQLLRASNRRLEQLHGELRELHAQVLLPASAEPVTSEPQPRAEQSRARLSEALHRQLQVELKVKQGAENMIHTCASGTPKERKLLAAAQQMLKDSQLKVALLRMKISSLESSGSPEPGPDLLAEELQHRLRVEAAVAAGAKNVVKLLGGQRMQDRKALAEAQAQLQESSQKLDLLRLALELLLERLPPTHSLRSRVTQELWMAMLGNPQPLGTLVKPIALTGTLQVRLLGCKDLLVAVPGRSPMAVLAGS.... Result: 0 (no interaction).